Dataset: Forward reaction prediction with 1.9M reactions from USPTO patents (1976-2016). Task: Predict the product of the given reaction. (1) Given the reactants CO[C:3](=[O:18])[C@@H:4]([NH2:17])[C@@H:5]([C:7]1[CH:12]=[CH:11][C:10]([S:13]([CH3:16])(=[O:15])=[O:14])=[CH:9][CH:8]=1)[OH:6].[BH4-].[Na+].N[C@H:22]([CH2:35]O)[C@@H:23](C1C=CC(S(C)(=O)=O)=CC=1)O.Cl.COC(OC)(C)C, predict the reaction product. The product is: [CH3:23][C:22]1([CH3:35])[NH:17][C@H:4]([CH2:3][OH:18])[C@@H:5]([C:7]2[CH:8]=[CH:9][C:10]([S:13]([CH3:16])(=[O:14])=[O:15])=[CH:11][CH:12]=2)[O:6]1. (2) The product is: [CH3:1][O:2][C:3](=[O:40])[CH2:4][O:5][C:6]1[CH:11]=[CH:10][C:9]([F:12])=[C:8]([CH2:13][C:14]2[C:22]3[C:17](=[N:18][CH:19]=[C:20]([C:23]4[CH:24]=[N:25][CH:26]=[CH:27][CH:28]=4)[CH:21]=3)[NH:16][CH:15]=2)[C:7]=1[F:39]. Given the reactants [CH3:1][O:2][C:3](=[O:40])[CH2:4][O:5][C:6]1[CH:11]=[CH:10][C:9]([F:12])=[C:8]([CH2:13][C:14]2[C:22]3[C:17](=[N:18][CH:19]=[C:20]([C:23]4[CH:24]=[N:25][CH:26]=[CH:27][CH:28]=4)[CH:21]=3)[N:16]([Si](C(C)C)(C(C)C)C(C)C)[CH:15]=2)[C:7]=1[F:39].[F-].C([N+](CCCC)(CCCC)CCCC)CCC, predict the reaction product.